Dataset: Full USPTO retrosynthesis dataset with 1.9M reactions from patents (1976-2016). Task: Predict the reactants needed to synthesize the given product. (1) Given the product [CH3:1][C:2]1([CH3:18])[O:6][CH:5]([CH2:7][C:8]2[C:15]([O:16][CH3:17])=[CH:14][CH:13]=[CH:12][C:9]=2[CH2:10][N:19]2[CH2:24][CH2:23][O:22][CH2:21][CH2:20]2)[CH2:4][O:3]1, predict the reactants needed to synthesize it. The reactants are: [CH3:1][C:2]1([CH3:18])[O:6][CH:5]([CH2:7][C:8]2[C:15]([O:16][CH3:17])=[CH:14][CH:13]=[CH:12][C:9]=2[CH:10]=O)[CH2:4][O:3]1.[NH:19]1[CH2:24][CH2:23][O:22][CH2:21][CH2:20]1.C(O[BH-](OC(=O)C)OC(=O)C)(=O)C.[Na+].C(=O)([O-])[O-].[Na+].[Na+]. (2) The reactants are: Cl[Ni:2]Cl.[C:4]([OH:23])(=[O:22])[CH2:5][CH2:6][CH2:7][CH2:8][CH2:9][CH2:10][CH2:11]/[CH:12]=[CH:13]\[CH2:14][CH2:15][CH2:16][CH2:17][CH2:18][CH2:19][CH2:20][CH3:21].[OH-].[Na+]. Given the product [C:4]([O-:23])(=[O:22])[CH2:5][CH2:6][CH2:7][CH2:8][CH2:9][CH2:10][CH2:11]/[CH:12]=[CH:13]\[CH2:14][CH2:15][CH2:16][CH2:17][CH2:18][CH2:19][CH2:20][CH3:21].[Ni+2:2].[C:4]([O-:23])(=[O:22])[CH2:5][CH2:6][CH2:7][CH2:8][CH2:9][CH2:10][CH2:11]/[CH:12]=[CH:13]\[CH2:14][CH2:15][CH2:16][CH2:17][CH2:18][CH2:19][CH2:20][CH3:21], predict the reactants needed to synthesize it. (3) Given the product [NH2:1][C:2]1[C:3]([C:31]([NH2:36])=[O:33])=[N:4][C:5]([C:15]2[CH:20]=[CH:19][CH:18]=[C:17]([C:21]#[C:22][C@:23]3([OH:30])[CH2:27][CH2:26][N:25]([CH3:28])[C:24]3=[O:29])[CH:16]=2)=[N:6][C:7]=1[O:8][CH:9]1[CH2:14][CH2:13][O:12][CH2:11][CH2:10]1, predict the reactants needed to synthesize it. The reactants are: [NH2:1][C:2]1[C:3]([C:31]([O:33]CC)=O)=[N:4][C:5]([C:15]2[CH:20]=[CH:19][CH:18]=[C:17]([C:21]#[C:22][C@:23]3([OH:30])[CH2:27][CH2:26][N:25]([CH3:28])[C:24]3=[O:29])[CH:16]=2)=[N:6][C:7]=1[O:8][CH:9]1[CH2:14][CH2:13][O:12][CH2:11][CH2:10]1.[NH3:36]. (4) The reactants are: C([O-])([O-])=O.[Cs+].[Cs+].F[C:8]1[N:13]=[C:12]([C:14]([O:16][C:17]([CH3:20])([CH3:19])[CH3:18])=[O:15])[CH:11]=[CH:10][CH:9]=1.Cl.Cl.[S:23]1[C:27]2[CH:28]=[CH:29][CH:30]=[CH:31][C:26]=2[N:25]=[C:24]1[NH:32][C:33]([C:35]1[CH:36]=[CH:37][CH:38]=[C:39]2[C:44]=1[CH2:43][NH:42][CH2:41][CH2:40]2)=[O:34]. Given the product [S:23]1[C:27]2[CH:28]=[CH:29][CH:30]=[CH:31][C:26]=2[N:25]=[C:24]1[NH:32][C:33]([C:35]1[CH:36]=[CH:37][CH:38]=[C:39]2[C:44]=1[CH2:43][N:42]([C:8]1[N:13]=[C:12]([C:14]([O:16][C:17]([CH3:20])([CH3:19])[CH3:18])=[O:15])[CH:11]=[CH:10][CH:9]=1)[CH2:41][CH2:40]2)=[O:34], predict the reactants needed to synthesize it.